From a dataset of Reaction yield outcomes from USPTO patents with 853,638 reactions. Predict the reaction yield, written as a fraction of the theoretical maximum amount of product (1.0 means a 100% yield; for example, 0.34 means a 34% yield). (1) The reactants are [CH3:1][N:2]([CH3:36])[C:3]([C:5]1[N:30]([CH:31]2[CH2:35][CH2:34][CH2:33][CH2:32]2)[C:8]2[N:9]=[C:10]([NH:13][C:14]3[CH:19]=[CH:18][C:17]([C:20]([N:22]4[CH2:28][CH:27]5[NH:29][CH:24]([CH2:25][CH2:26]5)[CH2:23]4)=[O:21])=[CH:16][N:15]=3)[N:11]=[CH:12][C:7]=2[CH:6]=1)=[O:4].C(N(C(C)C)CC)(C)C.Cl[C:47]([O:49][CH2:50][CH3:51])=[O:48]. The catalyst is C(Cl)Cl.O. The product is [CH2:50]([O:49][C:47]([N:29]1[CH:24]2[CH2:25][CH2:26][CH:27]1[CH2:28][N:22]([C:20]([C:17]1[CH:16]=[N:15][C:14]([NH:13][C:10]3[N:11]=[CH:12][C:7]4[CH:6]=[C:5]([C:3](=[O:4])[N:2]([CH3:36])[CH3:1])[N:30]([CH:31]5[CH2:35][CH2:34][CH2:33][CH2:32]5)[C:8]=4[N:9]=3)=[CH:19][CH:18]=1)=[O:21])[CH2:23]2)=[O:48])[CH3:51]. The yield is 0.210. (2) The catalyst is CCCCCC.ClCCl.C(OC(=O)C)C. The yield is 0.800. The reactants are C[Al](C)C.[CH:5]1[C:10]([NH2:11])=[CH:9][CH:8]=[C:7]([S:12]([NH:15][C:16]2[S:20][CH:19]=[CH:18][N:17]=2)(=[O:14])=[O:13])[CH:6]=1.[Cl:21][C:22]1[CH:30]=[CH:29][CH:28]=[C:27]2[C:23]=1[CH2:24][CH2:25][N:26]2[C@H:31]1[CH2:35][CH2:34][O:33][C:32]1=[O:36].Cl. The product is [Cl:21][C:22]1[CH:30]=[CH:29][CH:28]=[C:27]2[C:23]=1[CH2:24][CH2:25][N:26]2[C@@H:31]([CH2:35][CH2:34][OH:33])[C:32]([NH:11][C:10]1[CH:5]=[CH:6][C:7]([S:12](=[O:14])(=[O:13])[NH:15][C:16]2[S:20][CH:19]=[CH:18][N:17]=2)=[CH:8][CH:9]=1)=[O:36]. (3) The reactants are [OH:1][C:2]1[CH:3]=[C:4]([NH:10][C:11]2[CH:19]=[CH:18][CH:17]=[C:13]([C:14]([OH:16])=O)[C:12]=2[C:20]([OH:22])=O)[CH:5]=[CH:6][C:7]=1[O:8][CH3:9].Cl.[NH2:24][CH:25]1[CH2:31][CH2:30][C:29](=[O:32])[NH:28][C:26]1=[O:27]. The catalyst is N1C=CC=CC=1. The yield is 0.580. The product is [O:27]=[C:26]1[CH:25]([N:24]2[C:20](=[O:22])[C:12]3[C:13](=[CH:17][CH:18]=[CH:19][C:11]=3[NH:10][C:4]3[CH:5]=[CH:6][C:7]([O:8][CH3:9])=[C:2]([OH:1])[CH:3]=3)[C:14]2=[O:16])[CH2:31][CH2:30][C:29](=[O:32])[NH:28]1. (4) The product is [Cl:19][C:10]1[C:9]([C:13]2[CH:18]=[CH:17][CH:16]=[CH:15][CH:14]=2)=[N:8][N:7]([C:1]2[CH:2]=[CH:3][CH:4]=[CH:5][CH:6]=2)[C:11]=1[NH2:12]. The yield is 0.870. The catalyst is C(#N)C. The reactants are [C:1]1([N:7]2[C:11]([NH2:12])=[CH:10][C:9]([C:13]3[CH:18]=[CH:17][CH:16]=[CH:15][CH:14]=3)=[N:8]2)[CH:6]=[CH:5][CH:4]=[CH:3][CH:2]=1.[Cl:19]N1C(=O)CCC1=O. (5) The reactants are [Br:1][C:2]1[N:7]=[CH:6][C:5]2[N:8]=[C:9]([C:14]([OH:16])=O)[N:10]([CH:11]([CH3:13])[CH3:12])[C:4]=2[CH:3]=1.[CH3:17][N:18]1[CH2:23][CH2:22][NH:21][CH2:20][CH2:19]1.F[P-](F)(F)(F)(F)F.N1(O[P+](N2CCCC2)(N2CCCC2)N2CCCC2)C2C=CC=CC=2N=N1.C(N(CC)C(C)C)(C)C. The catalyst is O.CN(C)C=O. The product is [Br:1][C:2]1[N:7]=[CH:6][C:5]2[N:8]=[C:9]([C:14]([N:21]3[CH2:22][CH2:23][N:18]([CH3:17])[CH2:19][CH2:20]3)=[O:16])[N:10]([CH:11]([CH3:12])[CH3:13])[C:4]=2[CH:3]=1. The yield is 0.620. (6) The yield is 0.700. The product is [F:8][C:7]1[C:2]([F:1])=[C:3]2[C:4]([CH2:13][CH2:14][C:10](=[O:11])[CH2:9]2)=[CH:5][CH:6]=1. The catalyst is C(O)(C)C.[Pd]. The reactants are [F:1][C:2]1[C:7]([F:8])=[CH:6][CH:5]=[CH:4][C:3]=1[CH2:9][C:10](Cl)=[O:11].[CH2:13]=[CH2:14]. (7) The reactants are [Cl:1][C:2]1[C:10]2[C:9]3[CH2:11][N:12]([CH2:22][C:23]([F:26])([F:25])[F:24])[C:13](=[O:21])[C@H:14]([CH2:16][C:17]([O:19]C)=[O:18])[CH2:15][C:8]=3[CH:7]=[C:6]([Cl:27])[C:5]=2[NH:4][N:3]=1.O.O.[OH-].[Li+]. The catalyst is O1CCCC1.CO. The product is [Cl:1][C:2]1[C:10]2[C:9]3[CH2:11][N:12]([CH2:22][C:23]([F:24])([F:25])[F:26])[C:13](=[O:21])[C@H:14]([CH2:16][C:17]([OH:19])=[O:18])[CH2:15][C:8]=3[CH:7]=[C:6]([Cl:27])[C:5]=2[NH:4][N:3]=1. The yield is 0.940. (8) The reactants are [O:1]=[C:2]1[C:11]2[C:6](=[CH:7][CH:8]=[CH:9][CH:10]=2)[NH:5][CH:4]=[C:3]1[C:12]([NH:14][C:15]1[CH:23]=[C:22]2[C:18]([CH:19]=[CH:20][NH:21]2)=[CH:17][C:16]=1[C:24](O)=[O:25])=[O:13].CN(C(ON1N=NC2C=CC=NC1=2)=[N+](C)C)C.F[P-](F)(F)(F)(F)F.CCN(C(C)C)C(C)C.[CH2:60]([NH2:64])[CH:61]([CH3:63])[CH3:62]. The catalyst is CN(C=O)C. The product is [CH2:60]([NH:64][C:24]([C:16]1[CH:17]=[C:18]2[C:22](=[CH:23][C:15]=1[NH:14][C:12]([C:3]1[C:2](=[O:1])[C:11]3[C:6](=[CH:7][CH:8]=[CH:9][CH:10]=3)[NH:5][CH:4]=1)=[O:13])[NH:21][CH:20]=[CH:19]2)=[O:25])[CH:61]([CH3:63])[CH3:62]. The yield is 0.660. (9) The reactants are Br[C:2]1[CH:8]=[C:7]([C:9]([F:12])([F:11])[F:10])[CH:6]=[CH:5][C:3]=1[NH2:4].[C:13]([O:17][CH3:18])(=[O:16])[CH:14]=[CH2:15].CC1C=CC=CC=1P(C1C=CC=CC=1C)C1C=CC=CC=1C.C(N(CC)CC)C. The catalyst is CC([O-])=O.CC([O-])=O.[Pd+2].C(#N)C. The product is [NH2:4][C:3]1[CH:5]=[CH:6][C:7]([C:9]([F:12])([F:11])[F:10])=[CH:8][C:2]=1/[CH:15]=[CH:14]/[C:13]([O:17][CH3:18])=[O:16]. The yield is 0.365.